The task is: Predict the reaction yield, written as a fraction of the theoretical maximum amount of product (1.0 means a 100% yield; for example, 0.34 means a 34% yield).. This data is from Reaction yield outcomes from USPTO patents with 853,638 reactions. The reactants are [F:1][C:2]([F:24])([F:23])[CH:3]([C:14]1[CH:19]=[C:18]([Cl:20])[C:17]([Cl:21])=[C:16]([Cl:22])[CH:15]=1)/[CH:4]=[CH:5]/[C:6]1[CH:11]=[CH:10][C:9]([NH:12][NH2:13])=[CH:8][CH:7]=1.CCN(C(C)C)C(C)C.C1C=CC2N(O)N=NC=2C=1.O.CCN=C=NCCCN(C)C.Cl.[CH:57]1([C:60](Cl)=[O:61])[CH2:59][CH2:58]1. The catalyst is C(Cl)Cl.C([O-])(O)=O.[Na+]. The product is [F:24][C:2]([F:1])([F:23])[CH:3]([C:14]1[CH:15]=[C:16]([Cl:22])[C:17]([Cl:21])=[C:18]([Cl:20])[CH:19]=1)/[CH:4]=[CH:5]/[C:6]1[CH:11]=[CH:10][C:9]([NH:12][NH:13][C:60]([CH:57]2[CH2:59][CH2:58]2)=[O:61])=[CH:8][CH:7]=1. The yield is 0.550.